Dataset: Reaction yield outcomes from USPTO patents with 853,638 reactions. Task: Predict the reaction yield, written as a fraction of the theoretical maximum amount of product (1.0 means a 100% yield; for example, 0.34 means a 34% yield). (1) The reactants are [Br:1][C:2]1[CH:15]=[C:14]2[C:5]([O:6][CH2:7][CH2:8][N:9]3[C:13]2=[N:12][C:11](I)=[CH:10]3)=[CH:4][C:3]=1[CH3:17].Cl.[C:19]([NH2:22])(=[NH:21])[CH3:20].[CH3:23][C:24]1([CH3:64])C2C(=C(P(C3C=CC=CC=3)C3C=CC=CC=3)C=CC=2)OC2C(P(C3C=CC=CC=3)C3C=CC=CC=3)=CC=CC1=2.Cl.[CH:66]([NH:69]N)(C)C. The catalyst is CN(C=O)C.CC([O-])=O.CC([O-])=O.[Pd+2].CC(O)=O. The product is [Br:1][C:2]1[CH:15]=[C:14]2[C:5]([O:6][CH2:7][CH2:8][N:9]3[C:13]2=[N:12][C:11]([C:66]2[N:69]([CH:24]([CH3:64])[CH3:23])[N:22]=[C:19]([CH3:20])[N:21]=2)=[CH:10]3)=[CH:4][C:3]=1[CH3:17]. The yield is 0.850. (2) The reactants are [CH:1]1([C:4]2[CH:9]=[CH:8][N:7]=[CH:6][C:5]=2[N:10]2[CH2:14][CH2:13][NH:12][C:11]2=[O:15])[CH2:3][CH2:2]1.Br[C:17]1[CH:29]=[CH:28][C:20]2[S:21][CH:22]=[C:23]([C:24]([F:27])([F:26])[F:25])[C:19]=2[CH:18]=1.CN[C@@H]1CCCC[C@H]1NC.P([O-])([O-])([O-])=O.[K+].[K+].[K+]. The catalyst is [Cu](I)I.O1CCOCC1. The product is [CH:1]1([C:4]2[CH:9]=[CH:8][N:7]=[CH:6][C:5]=2[N:10]2[CH2:14][CH2:13][N:12]([C:17]3[CH:29]=[CH:28][C:20]4[S:21][CH:22]=[C:23]([C:24]([F:26])([F:27])[F:25])[C:19]=4[CH:18]=3)[C:11]2=[O:15])[CH2:3][CH2:2]1. The yield is 0.0800.